From a dataset of NCI-60 drug combinations with 297,098 pairs across 59 cell lines. Regression. Given two drug SMILES strings and cell line genomic features, predict the synergy score measuring deviation from expected non-interaction effect. Drug 1: CC1=C2C(C(=O)C3(C(CC4C(C3C(C(C2(C)C)(CC1OC(=O)C(C(C5=CC=CC=C5)NC(=O)OC(C)(C)C)O)O)OC(=O)C6=CC=CC=C6)(CO4)OC(=O)C)OC)C)OC. Drug 2: C1C(C(OC1N2C=NC3=C2NC=NCC3O)CO)O. Cell line: KM12. Synergy scores: CSS=23.3, Synergy_ZIP=-7.40, Synergy_Bliss=-11.2, Synergy_Loewe=-21.1, Synergy_HSA=-9.75.